From a dataset of Catalyst prediction with 721,799 reactions and 888 catalyst types from USPTO. Predict which catalyst facilitates the given reaction. (1) Reactant: Cl[CH2:2][C:3]1[C:7]2[CH2:8][N:9]([C:12]3[C:21]4[C:16](=[CH:17][C:18]([O:24][CH3:25])=[C:19]([O:22][CH3:23])[CH:20]=4)[N:15]=[CH:14][N:13]=3)[CH2:10][CH2:11][C:6]=2[NH:5][N:4]=1.[CH2:26]([NH:28][CH2:29][CH3:30])[CH3:27]. Product: [CH3:23][O:22][C:19]1[CH:20]=[C:21]2[C:16](=[CH:17][C:18]=1[O:24][CH3:25])[N:15]=[CH:14][N:13]=[C:12]2[N:9]1[CH2:10][CH2:11][C:6]2[NH:5][N:4]=[C:3]([CH2:2][N:28]([CH2:29][CH3:30])[CH2:26][CH3:27])[C:7]=2[CH2:8]1. The catalyst class is: 7. (2) Reactant: [C:1]([C:5]1[CH:10]=[CH:9][C:8]([C:11]2[C:12]3[NH:16][C:15]([C:17]([C:53]4[C:58]([CH3:59])=[CH:57][C:56]([CH3:60])=[CH:55][C:54]=4[CH3:61])=[C:18]4[N:52]=[C:21]([C:22]([C:42]5[CH:47]=[CH:46][C:45]([C:48]([CH3:51])([CH3:50])[CH3:49])=[CH:44][CH:43]=5)=[C:23]5[NH:41][C:26](=[C:27]([CH:33]6OCC(C)(C)C[O:34]6)[C:28]6[CH:29]=[CH:30][C:31]=2[N:32]=6)[CH:25]=[CH:24]5)[CH:20]=[CH:19]4)=[CH:14][CH:13]=3)=[CH:7][CH:6]=1)([CH3:4])([CH3:3])[CH3:2].C(O)(C(F)(F)F)=O.O. Product: [C:1]([C:5]1[CH:6]=[CH:7][C:8]([C:11]2[C:12]3[NH:16][C:15]([C:17]([C:53]4[C:54]([CH3:61])=[CH:55][C:56]([CH3:60])=[CH:57][C:58]=4[CH3:59])=[C:18]4[N:52]=[C:21]([C:22]([C:42]5[CH:47]=[CH:46][C:45]([C:48]([CH3:51])([CH3:50])[CH3:49])=[CH:44][CH:43]=5)=[C:23]5[NH:41][C:26](=[C:27]([CH:33]=[O:34])[C:28]6[CH:29]=[CH:30][C:31]=2[N:32]=6)[CH:25]=[CH:24]5)[CH:20]=[CH:19]4)=[CH:14][CH:13]=3)=[CH:9][CH:10]=1)([CH3:4])([CH3:2])[CH3:3]. The catalyst class is: 2. (3) Reactant: [I-].[CH3:2][P+](C1C=CC=CC=1)(C1C=CC=CC=1)C1C=CC=CC=1.CC(C)([O-])C.[K+].[C:28]([S:32][C:33]1[CH:38]=[CH:37][CH:36]=[CH:35][C:34]=1[CH:39]=O)([CH3:31])([CH3:30])[CH3:29].C(=O)(O)[O-].[Na+]. Product: [C:28]([S:32][C:33]1[CH:38]=[CH:37][CH:36]=[CH:35][C:34]=1[CH:39]=[CH2:2])([CH3:31])([CH3:30])[CH3:29]. The catalyst class is: 28.